Dataset: hERG Central: cardiac toxicity at 1µM, 10µM, and general inhibition. Task: Predict hERG channel inhibition at various concentrations. (1) The drug is O=C(CCCNS(=O)(=O)c1cccs1)N1CCN(c2cccc(Cl)c2)CC1. Results: hERG_inhib (hERG inhibition (general)): blocker. (2) The drug is COc1cc(CN2CCN(CCc3ccccc3)C(CCO)C2)cc(OC)c1. Results: hERG_inhib (hERG inhibition (general)): blocker. (3) The drug is Cc1cc(C(=O)N2CCN(c3ccc([N+](=O)[O-])cc3)CC2)n[nH]1. Results: hERG_inhib (hERG inhibition (general)): blocker. (4) The compound is O=C(NCC(=O)N1CCN(c2ccc(C(F)(F)F)cn2)CC1)c1ccc(Br)o1. Results: hERG_inhib (hERG inhibition (general)): blocker. (5) The molecule is COc1ccc(S(=O)(=O)N(CC(=O)NCCCN(C)C)c2ccc(C)cc2)cc1OC. Results: hERG_inhib (hERG inhibition (general)): blocker.